From a dataset of Forward reaction prediction with 1.9M reactions from USPTO patents (1976-2016). Predict the product of the given reaction. (1) Given the reactants C(OC(=O)[NH:7][C:8]1[CH:13]=[C:12]([N:14]([CH3:16])[CH3:15])[C:11]([C:17]([F:20])([F:19])[F:18])=[CH:10][C:9]=1[NH2:21])(C)(C)C.C(O[C:28](=[O:54])[CH2:29][C:30](=O)[C:31]1[CH:36]=[CH:35][CH:34]=[C:33]([C:37]2[N:38]=[C:39]([CH2:45][O:46]C3CCCCO3)[S:40][C:41]=2[CH2:42][CH2:43][CH3:44])[CH:32]=1)(C)(C)C.C(O)(C(F)(F)F)=O, predict the reaction product. The product is: [CH3:15][N:14]([CH3:16])[C:12]1[C:11]([C:17]([F:18])([F:19])[F:20])=[CH:10][C:9]2[NH:21][C:28](=[O:54])[CH2:29][C:30]([C:31]3[CH:36]=[CH:35][CH:34]=[C:33]([C:37]4[N:38]=[C:39]([CH2:45][OH:46])[S:40][C:41]=4[CH2:42][CH2:43][CH3:44])[CH:32]=3)=[N:7][C:8]=2[CH:13]=1. (2) The product is: [C:1]([CH2:9][NH:10][CH2:11][C:12]1[CH:13]=[C:14]([C:18]2[CH:23]=[CH:22][C:21]([CH2:24][C@@H:25]([NH:31][C:32]([O:34][C:35]([CH3:38])([CH3:37])[CH3:36])=[O:33])[C:26]([O:28][CH3:29])=[O:27])=[CH:20][CH:19]=2)[CH:15]=[CH:16][CH:17]=1)(=[O:8])[C:2]1[CH:3]=[CH:4][CH:5]=[CH:6][CH:7]=1. Given the reactants [C:1]([CH2:9][NH:10][CH2:11][C:12]1[CH:13]=[C:14]([C:18]2[CH:23]=[CH:22][C:21]([CH2:24][C@H:25]([NH:31][C:32]([O:34][C:35]([CH3:38])([CH3:37])[CH3:36])=[O:33])[C:26]([O:28][CH2:29]C)=[O:27])=[CH:20][CH:19]=2)[CH:15]=[CH:16][CH:17]=1)(=[O:8])[C:2]1[CH:7]=[CH:6][CH:5]=[CH:4][CH:3]=1.C(OC(N[C@H](CC1C=CC(C2C=CC=C(CNC)C=2)=CC=1)C(OC)=O)=O)(C)(C)C, predict the reaction product. (3) Given the reactants CC1C=C(N2CCN(CC3C=CC(C(F)(F)F)=CC=3)C2=O)SC=1C(OCC)=O.[N:29]1[S:30][N:31]=[C:32]2[CH:37]=[C:36]([CH2:38][N:39]3[CH2:43][CH2:42][N:41]([C:44]4[S:45][C:46]([C:50]([O:52]CC)=[O:51])=[C:47]([CH3:49])[N:48]=4)[C:40]3=[O:55])[CH:35]=[CH:34][C:33]=12, predict the reaction product. The product is: [N:29]1[S:30][N:31]=[C:32]2[CH:37]=[C:36]([CH2:38][N:39]3[CH2:43][CH2:42][N:41]([C:44]4[S:45][C:46]([C:50]([OH:52])=[O:51])=[C:47]([CH3:49])[N:48]=4)[C:40]3=[O:55])[CH:35]=[CH:34][C:33]=12. (4) Given the reactants [NH2:1][C:2]1[CH:9]=[CH:8][CH:7]=[C:6]([O:10][CH2:11][CH:12]2[CH2:16][CH2:15][CH2:14][CH2:13]2)[C:3]=1[C:4]#[N:5].[C:17]([O:23][CH2:24][CH3:25])(=[O:22])[CH2:18][C:19]([CH3:21])=O.Cl[Sn](Cl)(Cl)Cl, predict the reaction product. The product is: [NH2:5][C:4]1[C:3]2[C:2](=[CH:9][CH:8]=[CH:7][C:6]=2[O:10][CH2:11][CH:12]2[CH2:16][CH2:15][CH2:14][CH2:13]2)[N:1]=[C:19]([CH3:21])[C:18]=1[C:17]([O:23][CH2:24][CH3:25])=[O:22]. (5) Given the reactants Br[C:2]1[C:3]([O:18][CH3:19])=[C:4]2[C:8](=[CH:9][CH:10]=1)[NH:7][N:6]=[C:5]2[C:11]1[CH:16]=[CH:15][CH:14]=[C:13]([F:17])[CH:12]=1.C([Li])CCC.[C:25](=[O:27])=[O:26].[Cl-].[NH4+], predict the reaction product. The product is: [F:17][C:13]1[CH:12]=[C:11]([C:5]2[C:4]3[C:8](=[CH:9][CH:10]=[C:2]([C:25]([OH:27])=[O:26])[C:3]=3[O:18][CH3:19])[NH:7][N:6]=2)[CH:16]=[CH:15][CH:14]=1. (6) Given the reactants [NH2:1][C@@H:2]1[CH2:7][CH2:6][O:5][CH2:4][C@H:3]1[C:8]([O:10][CH2:11][CH3:12])=[O:9].CCN(CC)CC.[CH3:20][C:21]([O:24][C:25](O[C:25]([O:24][C:21]([CH3:23])([CH3:22])[CH3:20])=[O:26])=[O:26])([CH3:23])[CH3:22], predict the reaction product. The product is: [C:21]([O:24][C:25]([NH:1][C@@H:2]1[CH2:7][CH2:6][O:5][CH2:4][C@H:3]1[C:8]([O:10][CH2:11][CH3:12])=[O:9])=[O:26])([CH3:23])([CH3:22])[CH3:20]. (7) Given the reactants C[Si](C)(C)O[NH:4][OH:5].CN1CCOCC1.[CH3:15][O:16][CH:17]([C:26]1[CH:31]=[CH:30][C:29]([O:32][CH3:33])=[CH:28][CH:27]=1)[CH2:18][CH:19]=[CH:20][CH:21]=[CH:22][C:23](Cl)=[O:24], predict the reaction product. The product is: [OH:5][NH:4][C:23](=[O:24])[CH:22]=[CH:21][CH:20]=[CH:19][CH2:18][CH:17]([O:16][CH3:15])[C:26]1[CH:27]=[CH:28][C:29]([O:32][CH3:33])=[CH:30][CH:31]=1. (8) Given the reactants [CH2:1](I)[CH2:2][CH2:3][CH3:4].C(=O)([O-])[O-].[K+].[K+].CN(C)C=O.[C:17]([C:20]1[S:24][C:23]2[C:25]3[C:30]([CH2:31][CH2:32][C:22]=2[CH:21]=1)=[CH:29][C:28]([OH:33])=[CH:27][CH:26]=3)(=[O:19])[CH3:18], predict the reaction product. The product is: [C:17]([C:20]1[S:24][C:23]2[C:25]3[C:30]([CH2:31][CH2:32][C:22]=2[CH:21]=1)=[CH:29][C:28]([O:33][CH2:1][CH2:2][CH2:3][CH3:4])=[CH:27][CH:26]=3)(=[O:19])[CH3:18].